From a dataset of Full USPTO retrosynthesis dataset with 1.9M reactions from patents (1976-2016). Predict the reactants needed to synthesize the given product. (1) The reactants are: [NH:1]1[CH2:6][CH2:5][NH:4][CH2:3][CH2:2]1.Br[C:8]1[CH:13]=[C:12]([CH3:14])[CH:11]=[CH:10][C:9]=1[CH:15]([CH3:17])[CH3:16]. Given the product [CH:15]([C:9]1[CH:10]=[CH:11][C:12]([CH3:14])=[CH:13][C:8]=1[N:1]1[CH2:6][CH2:5][NH:4][CH2:3][CH2:2]1)([CH3:17])[CH3:16], predict the reactants needed to synthesize it. (2) The reactants are: [F:1][C:2]1[CH:7]=[C:6]([F:8])[CH:5]=[CH:4][C:3]=1[OH:9].[H-].[Na+].Br[C:13]1[CH:14]=[C:15]([N+]([O-])=O)[C:16]([C:19]#[N:20])=[N:17][CH:18]=1.[SH:24][C:25]1[CH:30]=[CH:29][CH:28]=[CH:27][N:26]=1.[Cl-].[NH4+]. Given the product [F:1][C:2]1[CH:7]=[C:6]([F:8])[CH:5]=[CH:4][C:3]=1[O:9][C:15]1[C:16]([C:19]#[N:20])=[N:17][CH:18]=[C:13]([S:24][C:25]2[CH:30]=[CH:29][CH:28]=[CH:27][N:26]=2)[CH:14]=1, predict the reactants needed to synthesize it. (3) Given the product [F:55][C:56]1([F:60])[CH2:59][N:58]([C:36]([C@@H:33]2[CH2:34][CH2:35][C@H:30]([N:9]3[C:10]4[CH:15]=[C:14]([O:16][CH2:17][CH2:18][N:19]5[CH2:20][CH2:21][CH:22]([C:25]([OH:28])([CH3:26])[CH3:27])[CH2:23][CH2:24]5)[N:13]=[CH:12][C:11]=4[NH:29]/[C:8]/3=[N:7]\[C:5](=[O:6])[C:4]3[CH:39]=[CH:40][CH:41]=[C:2]([F:1])[CH:3]=3)[CH2:31][CH2:32]2)=[O:37])[CH2:57]1, predict the reactants needed to synthesize it. The reactants are: [F:1][C:2]1[CH:3]=[C:4]([CH:39]=[CH:40][CH:41]=1)[C:5](/[N:7]=[C:8]1/[N:9]([C@@H:30]2[CH2:35][CH2:34][C@H:33]([C:36](O)=[O:37])[CH2:32][CH2:31]2)[C:10]2[CH:15]=[C:14]([O:16][CH2:17][CH2:18][N:19]3[CH2:24][CH2:23][CH:22]([C:25]([OH:28])([CH3:27])[CH3:26])[CH2:21][CH2:20]3)[N:13]=[CH:12][C:11]=2[NH:29]/1)=[O:6].C1N=CN(C(N2C=NC=C2)=O)C=1.Cl.[F:55][C:56]1([F:60])[CH2:59][NH:58][CH2:57]1. (4) Given the product [CH3:1][CH:2]([CH3:12])[C:3]([C:5]1[CH:6]=[CH:7][C:8]([C:13]#[N:14])=[N:9][CH:10]=1)=[O:4], predict the reactants needed to synthesize it. The reactants are: [CH3:1][CH:2]([CH3:12])[C:3]([C:5]1[CH:6]=[CH:7][C:8](Br)=[N:9][CH:10]=1)=[O:4].[CH3:13][N:14](C=O)C. (5) Given the product [CH3:17][Si:16]([CH3:19])([CH3:18])[O:12][C:7]1([C:14]#[N:15])[C:8]2[C:4](=[CH:3][CH:11]=[CH:10][CH:9]=2)[CH2:5][CH2:6]1, predict the reactants needed to synthesize it. The reactants are: CO[C:3]1[CH:11]=[CH:10][CH:9]=[C:8]2[C:4]=1[CH2:5][CH2:6][C:7]2=[O:12].C[C:14]#[N:15].[Si:16](C#N)([CH3:19])([CH3:18])[CH3:17]. (6) Given the product [ClH:1].[OH:15][C@H:16]1[C@H:20]([O:21][CH3:22])[CH2:19][NH:18][CH2:17]1, predict the reactants needed to synthesize it. The reactants are: [ClH:1].C(OCC)(=O)C.C([O:15][C@H:16]1[C@H:20]([O:21][CH3:22])[CH2:19][NH:18][CH2:17]1)C1C=CC=CC=1.[H][H]. (7) Given the product [CH:9]1([CH:24]2[CH2:23][CH:52]2[NH:25][C:26]([NH:28][C:29]2[C:38]3[C:33](=[CH:34][CH:35]=[CH:36][CH:37]=3)[C:32]([C:39]3[CH:44]=[N:43][C:42]([CH2:45][N:46]4[CH2:47][CH2:48][O:49][CH2:50][CH2:51]4)=[CH:41][CH:40]=3)=[CH:31][CH:30]=2)=[O:27])[CH2:10][CH2:11][CH2:12][CH2:13][CH2:14]1, predict the reactants needed to synthesize it. The reactants are: [C:9]1(P(N=[N+]=[N-])([C:9]2[CH:14]=[CH:13][CH:12]=[CH:11][CH:10]=2)=O)[CH:14]=[CH:13][CH:12]=[CH:11][CH:10]=1.C(N([CH2:23][CH3:24])CC)C.[N-:25]=[C:26]=[O:27].[NH2:28][C:29]1[C:38]2[C:33](=[CH:34][CH:35]=[CH:36][CH:37]=2)[C:32]([C:39]2[CH:40]=[CH:41][C:42]([CH2:45][N:46]3[CH2:51][CH2:50][O:49][CH2:48][CH2:47]3)=[N:43][CH:44]=2)=[CH:31][CH:30]=1.[CH3:52]OCCOC. (8) Given the product [CH2:28]([N:17]1[C:18]2[C:19](=[N:20][CH:21]=[CH:22][C:23]=2[C:24]([F:26])([F:25])[F:27])[N:15]([C:12]2[CH:13]=[CH:14][C:9]([OH:8])=[CH:10][CH:11]=2)[C:16]1=[O:30])[CH3:29], predict the reactants needed to synthesize it. The reactants are: C([O:8][C:9]1[CH:14]=[CH:13][C:12]([N:15]2[C:19]3=[N:20][CH:21]=[CH:22][C:23]([C:24]([F:27])([F:26])[F:25])=[C:18]3[N:17]([CH2:28][CH3:29])[C:16]2=[O:30])=[CH:11][CH:10]=1)C1C=CC=CC=1.